From a dataset of Catalyst prediction with 721,799 reactions and 888 catalyst types from USPTO. Predict which catalyst facilitates the given reaction. Reactant: [CH2:1]([C:3]1[O:7][C:6]2[CH:8]=[CH:9][CH:10]=[CH:11][C:5]=2[CH:4]=1)[CH3:2].[Cl:12][S:13](O)(=[O:15])=[O:14].P(Cl)(Cl)(Cl)(Cl)Cl. Product: [CH2:1]([C:3]1[O:7][C:6]2[CH:8]=[CH:9][CH:10]=[CH:11][C:5]=2[C:4]=1[S:13]([Cl:12])(=[O:15])=[O:14])[CH3:2]. The catalyst class is: 2.